This data is from Full USPTO retrosynthesis dataset with 1.9M reactions from patents (1976-2016). The task is: Predict the reactants needed to synthesize the given product. Given the product [F:20][C:12]1[CH:13]=[C:14]([N+:17]([O-:19])=[O:18])[CH:15]=[CH:16][C:11]=1[NH:9][CH2:8][CH2:7][N:4]1[CH2:5][CH2:6][O:1][CH2:2][CH2:3]1, predict the reactants needed to synthesize it. The reactants are: [O:1]1[CH2:6][CH2:5][N:4]([CH2:7][CH2:8][NH2:9])[CH2:3][CH2:2]1.F[C:11]1[CH:16]=[CH:15][C:14]([N+:17]([O-:19])=[O:18])=[CH:13][C:12]=1[F:20].CCN(CC)CC.